The task is: Predict the product of the given reaction.. This data is from Forward reaction prediction with 1.9M reactions from USPTO patents (1976-2016). (1) Given the reactants [Cl:1][CH2:2][C:3]([NH:5][C:6]1[N:38]=[C:9]2[C:10]([C:28]3[CH:33]=[CH:32][CH:31]=[C:30]([C:34]([F:37])([F:36])[F:35])[CH:29]=3)=[C:11]([CH3:27])[C:12]([C:14]3[N:15]([C:19]4[CH:24]=[CH:23][C:22]([C:25]#[N:26])=[CH:21][CH:20]=4)[N:16]=[CH:17][CH:18]=3)=[CH:13][N:8]2[N:7]=1)=[O:4].[CH3:39][N:40]1[CH2:45][CH2:44][N:43]([CH3:46])[CH2:42][CH2:41]1, predict the reaction product. The product is: [Cl-:1].[C:25]([C:22]1[CH:23]=[CH:24][C:19]([N:15]2[C:14]([C:12]3[C:11]([CH3:27])=[C:10]([C:28]4[CH:33]=[CH:32][CH:31]=[C:30]([C:34]([F:37])([F:36])[F:35])[CH:29]=4)[C:9]4[N:8]([N:7]=[C:6]([NH:5][C:3]([CH2:2][N+:40]5([CH3:39])[CH2:45][CH2:44][N:43]([CH3:46])[CH2:42][CH2:41]5)=[O:4])[N:38]=4)[CH:13]=3)=[CH:18][CH:17]=[N:16]2)=[CH:20][CH:21]=1)#[N:26]. (2) The product is: [F:20][C:21]([F:34])([F:33])[S:22]([O:6][CH2:5][C:2]([F:13])([F:1])[CH2:3][OH:4])(=[O:24])=[O:23]. Given the reactants [F:1][C:2]([F:13])([CH2:5][O:6]C1CCCCO1)[CH2:3][OH:4].N1C=CC=CC=1.[F:20][C:21]([F:34])([F:33])[S:22](O[S:22]([C:21]([F:34])([F:33])[F:20])(=[O:24])=[O:23])(=[O:24])=[O:23].C(=O)([O-])O.[Na+], predict the reaction product.